This data is from Reaction yield outcomes from USPTO patents with 853,638 reactions. The task is: Predict the reaction yield, written as a fraction of the theoretical maximum amount of product (1.0 means a 100% yield; for example, 0.34 means a 34% yield). The reactants are [CH3:1][C:2]1[N:3]=[C:4]([NH:12][CH2:13][CH2:14][C:15]2[CH:24]=[CH:23][C:18]([O:19][CH2:20][C:21]#[N:22])=[CH:17][CH:16]=2)[C:5]2[CH:10]=[C:9]([CH3:11])[S:8][C:6]=2[N:7]=1.[N:25]([Si](C)(C)C)=[N+:26]=[N-:27].C([Sn](=O)CCCC)CCC. The catalyst is C1(C)C=CC=CC=1. The product is [N:22]1[NH:25][N:26]=[N:27][C:21]=1[CH2:20][O:19][C:18]1[CH:17]=[CH:16][C:15]([CH2:14][CH2:13][NH:12][C:4]2[C:5]3[CH:10]=[C:9]([CH3:11])[S:8][C:6]=3[N:7]=[C:2]([CH3:1])[N:3]=2)=[CH:24][CH:23]=1. The yield is 0.260.